This data is from Reaction yield outcomes from USPTO patents with 853,638 reactions. The task is: Predict the reaction yield, written as a fraction of the theoretical maximum amount of product (1.0 means a 100% yield; for example, 0.34 means a 34% yield). (1) The reactants are Br[C:2]1[CH:7]=[CH:6][C:5]([S:8]([N:11]2[CH2:16][CH2:15][N:14]([C:17]([C:19]3[CH:24]=[CH:23][CH:22]=[CH:21][CH:20]=3)=[O:18])[CH2:13][CH:12]2[CH3:25])(=[O:10])=[O:9])=[CH:4][CH:3]=1.[NH:26]1[CH:30]=[CH:29][N:28]=[N:27]1.[OH-].[K+].CO.C(Cl)(Cl)Cl. The catalyst is CO. The product is [CH3:25][CH:12]1[N:11]([S:8]([C:5]2[CH:6]=[CH:7][C:2]([N:26]3[CH:30]=[CH:29][N:28]=[N:27]3)=[CH:3][CH:4]=2)(=[O:10])=[O:9])[CH2:16][CH2:15][N:14]([C:17]([C:19]2[CH:24]=[CH:23][CH:22]=[CH:21][CH:20]=2)=[O:18])[CH2:13]1.[CH3:25][CH:12]1[N:11]([S:8]([C:5]2[CH:6]=[CH:7][C:2]([N:27]3[N:28]=[CH:29][CH:30]=[N:26]3)=[CH:3][CH:4]=2)(=[O:10])=[O:9])[CH2:16][CH2:15][N:14]([C:17]([C:19]2[CH:24]=[CH:23][CH:22]=[CH:21][CH:20]=2)=[O:18])[CH2:13]1. The yield is 0.380. (2) The reactants are [C:1]([O:5][C:6]([N:8]1[CH2:12][CH2:11][CH2:10][CH:9]1[C:13]1[N:14]([CH2:19][O:20][CH2:21][CH2:22][Si:23]([CH3:26])([CH3:25])[CH3:24])[CH:15]=[C:16](Br)[N:17]=1)=[O:7])([CH3:4])([CH3:3])[CH3:2].[Li]C(C)(C)C.[C:32](=[O:34])=[O:33]. The catalyst is C1COCC1. The product is [C:1]([O:5][C:6]([N:8]1[CH2:12][CH2:11][CH2:10][CH:9]1[C:13]1[N:14]([CH2:19][O:20][CH2:21][CH2:22][Si:23]([CH3:26])([CH3:25])[CH3:24])[CH:15]=[C:16]([C:32]([OH:34])=[O:33])[N:17]=1)=[O:7])([CH3:4])([CH3:3])[CH3:2]. The yield is 0.220. (3) The reactants are [CH2:1]([O:5][C:6]1[CH:7]=[C:8]2[C:12](=[CH:13][CH:14]=1)[NH:11][C:10]([CH3:15])=[C:9]2[CH:16]=O)[CH2:2][CH2:3][CH3:4].C(OC1C=C2C(=CC=1)NC(C)=C2/C=[CH:32]/[C:33]([C:35]1[CH:40]=[CH:39][N:38]=[CH:37][CH:36]=1)=[O:34])C. No catalyst specified. The product is [CH2:1]([O:5][C:6]1[CH:7]=[C:8]2[C:12](=[CH:13][CH:14]=1)[NH:11][C:10]([CH3:15])=[C:9]2/[CH:16]=[CH:32]/[C:33]([C:35]1[CH:40]=[CH:39][N:38]=[CH:37][CH:36]=1)=[O:34])[CH2:2][CH2:3][CH3:4]. The yield is 0.570. (4) The reactants are [CH3:1][S-:2].[Na+].Cl[C:5]1[CH:10]=[CH:9][C:8]([N+:11]([O-:13])=[O:12])=[CH:7][N:6]=1. The product is [CH3:1][S:2][C:5]1[CH:10]=[CH:9][C:8]([N+:11]([O-:13])=[O:12])=[CH:7][N:6]=1. The catalyst is C1COCC1.O. The yield is 0.941. (5) The reactants are O=C1C2C(=CC=CC=2)C(=O)[N:3]1[O:12][C@@H:13]1[CH2:18][CH2:17][C@H:16]([NH:19][C:20](=[O:26])[O:21][C:22]([CH3:25])([CH3:24])[CH3:23])[CH2:15][CH2:14]1. The catalyst is CO.NN. The yield is 0.630. The product is [C:22]([O:21][C:20]([NH:19][C@@H:16]1[CH2:15][CH2:14][C@H:13]([O:12][NH2:3])[CH2:18][CH2:17]1)=[O:26])([CH3:25])([CH3:23])[CH3:24]. (6) The reactants are [CH2:1]([CH:3]([C:6]1[C:7]2[N:8]([C:13]([C:17]3[N:21]4[CH:22]=[CH:23][CH:24]=[C:25]([CH:26]=[O:27])[C:20]4=[N:19][C:18]=3[CH3:28])=[C:14]([CH3:16])[N:15]=2)[N:9]=[C:10]([CH3:12])[CH:11]=1)[CH2:4][CH3:5])[CH3:2].[C:29]([Mg]Br)([CH3:32])([CH3:31])[CH3:30]. No catalyst specified. The product is [CH2:1]([CH:3]([C:6]1[C:7]2[N:8]([C:13]([C:17]3[N:21]4[CH:22]=[CH:23][CH:24]=[C:25]([CH:26]([OH:27])[C:29]([CH3:32])([CH3:31])[CH3:30])[C:20]4=[N:19][C:18]=3[CH3:28])=[C:14]([CH3:16])[N:15]=2)[N:9]=[C:10]([CH3:12])[CH:11]=1)[CH2:4][CH3:5])[CH3:2]. The yield is 0.660.